Predict the product of the given reaction. From a dataset of Forward reaction prediction with 1.9M reactions from USPTO patents (1976-2016). Given the reactants [Sn](Cl)(Cl)(Cl)Cl.[Cl:6][C:7]1[C:8]([C:16]#[N:17])=[N:9][CH:10]=[C:11]([N+:13]([O-])=O)[CH:12]=1.C(=O)(O)[O-].[Na+], predict the reaction product. The product is: [NH2:13][C:11]1[CH:12]=[C:7]([Cl:6])[C:8]([C:16]#[N:17])=[N:9][CH:10]=1.